From a dataset of Full USPTO retrosynthesis dataset with 1.9M reactions from patents (1976-2016). Predict the reactants needed to synthesize the given product. (1) The reactants are: [Cl:1][C:2]1[CH:20]=[CH:19][C:5]([CH2:6][NH:7][CH2:8][C:9]2[CH:14]=[CH:13][C:12]([C:15]([F:18])([F:17])[F:16])=[CH:11][CH:10]=2)=[CH:4][CH:3]=1.[CH2:21]([O:23][C@H:24]([C:37]([O:39][CH2:40][CH3:41])=[O:38])[CH2:25][C:26]1[CH:36]=[CH:35][C:29]([O:30][CH2:31][C:32](O)=[O:33])=[CH:28][CH:27]=1)[CH3:22].C(N(CC)C(C)C)(C)C.F[B-](F)(F)F.N1(OC(N(C)C)=[N+](C)C)C2C=CC=CC=2N=N1. Given the product [Cl:1][C:2]1[CH:3]=[CH:4][C:5]([CH2:6][N:7]([CH2:8][C:9]2[CH:14]=[CH:13][C:12]([C:15]([F:16])([F:17])[F:18])=[CH:11][CH:10]=2)[C:32](=[O:33])[CH2:31][O:30][C:29]2[CH:28]=[CH:27][C:26]([CH2:25][C@H:24]([O:23][CH2:21][CH3:22])[C:37]([O:39][CH2:40][CH3:41])=[O:38])=[CH:36][CH:35]=2)=[CH:19][CH:20]=1, predict the reactants needed to synthesize it. (2) Given the product [CH3:36][CH:34]1[CH2:33][CH:32]([CH3:37])[CH2:31][N:30]([S:27]([C:18]2[CH:19]=[CH:20][C:21]3[N:22]([CH3:26])[C:23]4[C:14](=[CH:13][C:12]([S:9]([N:4]5[CH2:3][CH:2]([CH3:1])[CH2:7][CH:6]([CH3:8])[CH2:5]5)(=[O:11])=[O:10])=[CH:25][CH:24]=4)[C:15](=[N:45][CH2:44][CH2:43][CH2:42][N:40]([CH3:41])[CH3:39])[C:16]=3[CH:17]=2)(=[O:28])=[O:29])[CH2:35]1, predict the reactants needed to synthesize it. The reactants are: [CH3:1][CH:2]1[CH2:7][CH:6]([CH3:8])[CH2:5][N:4]([S:9]([C:12]2[CH:25]=[CH:24][C:23]3[N:22]([CH3:26])[C:21]4[C:16](=[CH:17][C:18]([S:27]([N:30]5[CH2:35][CH:34]([CH3:36])[CH2:33][CH:32]([CH3:37])[CH2:31]5)(=[O:29])=[O:28])=[CH:19][CH:20]=4)[C:15](=S)[C:14]=3[CH:13]=2)(=[O:11])=[O:10])[CH2:3]1.[CH3:39][N:40]([CH2:42][CH2:43][CH2:44][NH2:45])[CH3:41]. (3) Given the product [ClH:21].[CH3:20][O:19][C:16]1[CH:17]=[CH:18][C:13]2[O:12][N:11]=[C:10]([CH:7]3[CH2:8][CH2:9][NH:4][CH2:5][CH2:6]3)[C:14]=2[CH:15]=1, predict the reactants needed to synthesize it. The reactants are: C([N:4]1[CH2:9][CH2:8][CH:7]([C:10]2[C:14]3[CH:15]=[C:16]([O:19][CH3:20])[CH:17]=[CH:18][C:13]=3[O:12][N:11]=2)[CH2:6][CH2:5]1)(=O)C.[ClH:21]. (4) Given the product [CH3:38][C@@:30]1([OH:31])[C@H:32]([OH:33])[C@@H:34]([CH2:36][OH:37])[O:35][C@H:29]1[N:24]1[C:20]2[N:21]=[CH:22][N:23]=[C:18]([NH2:17])[C:19]=2[C:26]([C:27]2[NH:3][N:2]=[N:1][N:28]=2)=[CH:25]1, predict the reactants needed to synthesize it. The reactants are: [N:1]([Sn](CCCC)(CCCC)CCCC)=[N+:2]=[N-:3].[NH2:17][C:18]1[C:19]2[C:26]([C:27]#[N:28])=[CH:25][N:24]([C@@H:29]3[O:35][C@H:34]([CH2:36][OH:37])[C@@H:32]([OH:33])[C@@:30]3([CH3:38])[OH:31])[C:20]=2[N:21]=[CH:22][N:23]=1.C1(C)C=CC=CC=1.CN(C=O)C.